From a dataset of Catalyst prediction with 721,799 reactions and 888 catalyst types from USPTO. Predict which catalyst facilitates the given reaction. (1) Reactant: Cl[C:2]1[CH:26]=[CH:25][C:5]([C:6]([NH:8][C:9]2[N:24]=[C:12]3[CH:13]=[CH:14][CH:15]=[C:16]([NH:17][CH:18]4[CH2:23][CH2:22][CH2:21][CH2:20][CH2:19]4)[N:11]3[N:10]=2)=[O:7])=[CH:4][N:3]=1.[NH2:27][CH2:28][CH2:29][CH2:30][OH:31].C(N(CC)C(C)C)(C)C. Product: [CH:18]1([NH:17][C:16]2[N:11]3[N:10]=[C:9]([NH:8][C:6](=[O:7])[C:5]4[CH:25]=[CH:26][C:2]([NH:27][CH2:28][CH2:29][CH2:30][OH:31])=[N:3][CH:4]=4)[N:24]=[C:12]3[CH:13]=[CH:14][CH:15]=2)[CH2:23][CH2:22][CH2:21][CH2:20][CH2:19]1. The catalyst class is: 51. (2) Reactant: [N:1]1[C:10]2[C:5](=[CH:6][CH:7]=[CH:8][C:9]=2[NH:11][C:12](=[O:27])[CH2:13][C:14]([NH:16][C:17]2[CH:18]=[CH:19][CH:20]=[C:21]3[C:26]=2[N:25]=[CH:24][CH:23]=[CH:22]3)=[O:15])[CH:4]=[CH:3][CH:2]=1.[H-].[Na+].Br[CH:31]([CH2:37][CH2:38][CH2:39][CH3:40])[C:32]([O:34][CH2:35][CH3:36])=[O:33]. Product: [CH2:35]([O:34][C:32](=[O:33])[CH2:31][CH2:37][CH2:38][CH2:39][CH2:40][CH:13]([C:14](=[O:15])[NH:16][C:17]1[CH:18]=[CH:19][CH:20]=[C:21]2[C:26]=1[N:25]=[CH:24][CH:23]=[CH:22]2)[C:12](=[O:27])[NH:11][C:9]1[CH:8]=[CH:7][CH:6]=[C:5]2[C:10]=1[N:1]=[CH:2][CH:3]=[CH:4]2)[CH3:36]. The catalyst class is: 198. (3) Reactant: [C:1]([NH:4][CH2:5][CH2:6][NH:7][C:8]([C:10]1[S:11][C:12]([C:15]2[N:20]=[C:19]([NH:21][C:22]3[CH:26]=[C:25]([CH:27]4[CH2:29][CH2:28]4)[NH:24][N:23]=3)[C:18]([Br:30])=[CH:17][N:16]=2)=[CH:13][CH:14]=1)=[O:9])(=[O:3])[CH3:2].[C:31](OC(=O)C)(=[O:33])[CH3:32]. Product: [C:1]([NH:4][CH2:5][CH2:6][NH:7][C:8]([C:10]1[S:11][C:12]([C:15]2[N:20]=[C:19]([NH:21][C:22]3[CH:26]=[C:25]([CH:27]4[CH2:29][CH2:28]4)[N:24]([C:31](=[O:33])[CH3:32])[N:23]=3)[C:18]([Br:30])=[CH:17][N:16]=2)=[CH:13][CH:14]=1)=[O:9])(=[O:3])[CH3:2]. The catalyst class is: 20. (4) The catalyst class is: 6. Product: [ClH:57].[C:21]([C:20]1[CH:23]=[CH:24][C:17]([C:3]2[N:4]=[N:5][C:6]([N:9]3[CH2:14][CH2:13][CH:12]([N:15]([CH3:16])[C:33](=[O:35])[C:32]4[C:27]([C:26]([F:25])([F:37])[F:36])=[CH:28][CH:29]=[N:30][CH:31]=4)[CH2:11][CH2:10]3)=[C:7]([CH3:8])[C:2]=2[CH3:1])=[CH:18][CH:19]=1)#[N:22]. Reactant: [CH3:1][C:2]1[C:7]([CH3:8])=[C:6]([N:9]2[CH2:14][CH2:13][CH:12]([NH:15][CH3:16])[CH2:11][CH2:10]2)[N:5]=[N:4][C:3]=1[C:17]1[CH:24]=[CH:23][C:20]([C:21]#[N:22])=[CH:19][CH:18]=1.[F:25][C:26]([F:37])([F:36])[C:27]1[C:32]([C:33]([OH:35])=O)=[CH:31][N:30]=[CH:29][CH:28]=1.C(N(CC)CC)C.CCN=C=NCCCN(C)C.C(Cl)[Cl:57]. (5) Reactant: [O:1]=[C:2]1[C:6]([C:7]2[CH:12]=[CH:11][C:10]([O:13][C:14]([F:17])([F:16])[F:15])=[CH:9][CH:8]=2)=[N:5][C:4]2([CH2:22][CH2:21][CH2:20][CH2:19][CH2:18]2)[N:3]1[CH2:23][C:24]([O:26]CC)=[O:25].CO.[OH-].[Na+]. Product: [O:1]=[C:2]1[C:6]([C:7]2[CH:8]=[CH:9][C:10]([O:13][C:14]([F:17])([F:15])[F:16])=[CH:11][CH:12]=2)=[N:5][C:4]2([CH2:22][CH2:21][CH2:20][CH2:19][CH2:18]2)[N:3]1[CH2:23][C:24]([OH:26])=[O:25]. The catalyst class is: 6. (6) Reactant: [H-].C([Al+]CC(C)C)C(C)C.[N:11]1([CH2:17][CH2:18][O:19][C:20]2[CH:21]=[N:22][C:23]([C:26]3[CH:27]=[C:28]([CH:33]=[CH:34][CH:35]=3)[C:29](OC)=[O:30])=[N:24][CH:25]=2)[CH2:16][CH2:15][O:14][CH2:13][CH2:12]1.[Cl-].[NH4+]. Product: [N:11]1([CH2:17][CH2:18][O:19][C:20]2[CH:25]=[N:24][C:23]([C:26]3[CH:27]=[C:28]([CH2:29][OH:30])[CH:33]=[CH:34][CH:35]=3)=[N:22][CH:21]=2)[CH2:12][CH2:13][O:14][CH2:15][CH2:16]1. The catalyst class is: 1.